Dataset: Full USPTO retrosynthesis dataset with 1.9M reactions from patents (1976-2016). Task: Predict the reactants needed to synthesize the given product. (1) Given the product [C:25]([NH:1][C:2]1[N:7]=[C:6]([C:8]([NH:10][CH2:11][C:12]2[CH:13]=[N:14][C:15]([O:19][CH2:20][C:21]([F:23])([F:22])[F:24])=[C:16]([Cl:18])[CH:17]=2)=[O:9])[CH:5]=[CH:4][N:3]=1)(=[O:27])[CH3:26], predict the reactants needed to synthesize it. The reactants are: [NH2:1][C:2]1[N:7]=[C:6]([C:8]([NH:10][CH2:11][C:12]2[CH:13]=[N:14][C:15]([O:19][CH2:20][C:21]([F:24])([F:23])[F:22])=[C:16]([Cl:18])[CH:17]=2)=[O:9])[CH:5]=[CH:4][N:3]=1.[C:25](Cl)(=[O:27])[CH3:26]. (2) Given the product [N:1]1[O:2][N:3]=[C:4]2[C:9]([CH:10]3[C:31]([C:32]#[N:33])=[C:30]([CH:27]4[CH2:26][CH2:25][N:24]([C:18]5[CH:19]=[CH:20][CH:21]=[CH:22][CH:23]=5)[CH2:29][CH2:28]4)[NH:12][C:13]4=[N:14][NH:15][CH:16]=[C:17]34)=[CH:8][CH:7]=[CH:6][C:5]=12, predict the reactants needed to synthesize it. The reactants are: [N:1]1[O:2][N:3]=[C:4]2[C:9]([CH:10]=O)=[CH:8][CH:7]=[CH:6][C:5]=12.[NH2:12][C:13]1[CH:17]=[CH:16][NH:15][N:14]=1.[C:18]1([N:24]2[CH2:29][CH2:28][CH:27]([C:30](=O)[CH2:31][C:32]#[N:33])[CH2:26][CH2:25]2)[CH:23]=[CH:22][CH:21]=[CH:20][CH:19]=1. (3) Given the product [I:27][C:28]1[CH:36]=[CH:35][C:31]([C:32]([NH:22][S:19]([C:14]2[CH:15]=[CH:16][CH:17]=[CH:18][C:13]=2[S:23](=[O:25])(=[O:24])[NH2:26])(=[O:21])=[O:20])=[O:33])=[CH:30][CH:29]=1, predict the reactants needed to synthesize it. The reactants are: Cl.CN(C)CCCN=C=NCC.[C:13]1([S:23]([NH2:26])(=[O:25])=[O:24])[C:14]([S:19]([NH2:22])(=[O:21])=[O:20])=[CH:15][CH:16]=[CH:17][CH:18]=1.[I:27][C:28]1[CH:36]=[CH:35][C:31]([C:32](O)=[O:33])=[CH:30][CH:29]=1.O. (4) The reactants are: [Br:1][C:2]1[CH:10]=[C:9]2[C:5]([C:6]([C:15]([C:21]3[CH:22]=[C:23]4[C:27](=[CH:28][CH:29]=3)[N:26]([C:30]3[CH:35]=[CH:34][C:33]([F:36])=[CH:32][CH:31]=3)[N:25]=[CH:24]4)([OH:20])[C:16]([F:19])([F:18])[F:17])=[CH:7][N:8]2[CH2:11][C:12](O)=[O:13])=[CH:4][CH:3]=1.[CH2:37]([N:39](CC)CC)C.F[P-](F)(F)(F)(F)F.N1(O[P+](N2CCCC2)(N2CCCC2)N2CCCC2)C2C=CC=CC=2N=N1.CN. Given the product [Br:1][C:2]1[CH:10]=[C:9]2[C:5]([C:6]([C:15]([C:21]3[CH:22]=[C:23]4[C:27](=[CH:28][CH:29]=3)[N:26]([C:30]3[CH:35]=[CH:34][C:33]([F:36])=[CH:32][CH:31]=3)[N:25]=[CH:24]4)([OH:20])[C:16]([F:17])([F:19])[F:18])=[CH:7][N:8]2[CH2:11][C:12]([NH:39][CH3:37])=[O:13])=[CH:4][CH:3]=1, predict the reactants needed to synthesize it.